Dataset: Forward reaction prediction with 1.9M reactions from USPTO patents (1976-2016). Task: Predict the product of the given reaction. (1) Given the reactants [N:1]1[CH:6]=[CH:5][CH:4]=[CH:3][C:2]=1[CH2:7][CH2:8][C:9](=O)[CH2:10][CH2:11][CH:12]=[CH2:13].[C:15]([O-:18])(=O)[CH3:16].[NH4+:19].[C:20]([N+:24]#[C-:25])([CH3:23])([CH3:22])[CH3:21].C[OH:27], predict the reaction product. The product is: [C:15]([NH:19][C:9]([CH2:8][CH2:7][C:2]1[CH:3]=[CH:4][CH:5]=[CH:6][N:1]=1)([CH2:10][CH2:11][CH:12]=[CH2:13])[C:25]([NH:24][C:20]([CH3:23])([CH3:22])[CH3:21])=[O:27])(=[O:18])[CH3:16]. (2) Given the reactants [CH2:1]([O:3][C:4]1[CH:5]=[C:6]([CH:18]2[NH:23][C:22](=[O:24])[NH:21][C:20]([C:25]3[CH:30]=[CH:29][C:28]([NH:31][C:32](=[O:35])[O:33][CH3:34])=[CH:27][CH:26]=3)=[C:19]2[C:36]2[CH:41]=[CH:40][CH:39]=[CH:38][CH:37]=2)[CH:7]=[C:8]([N+:15]([O-:17])=[O:16])[C:9]=1[O:10]C(OC)=O)[CH3:2].[OH-].[Na+].Cl.O, predict the reaction product. The product is: [CH2:1]([O:3][C:4]1[CH:5]=[C:6]([CH:18]2[NH:23][C:22](=[O:24])[NH:21][C:20]([C:25]3[CH:26]=[CH:27][C:28]([NH:31][C:32](=[O:35])[O:33][CH3:34])=[CH:29][CH:30]=3)=[C:19]2[C:36]2[CH:41]=[CH:40][CH:39]=[CH:38][CH:37]=2)[CH:7]=[C:8]([N+:15]([O-:17])=[O:16])[C:9]=1[OH:10])[CH3:2]. (3) Given the reactants [O:1]=[C:2]1[CH2:7][CH:6]2[CH2:8][CH2:9][CH:3]1[CH2:4][CH:5]2C(O)=O.CC[N:15]([CH2:18]C)CC.C1(P(N=[N+]=[N-])(C2C=CC=CC=2)=[O:27])C=CC=CC=1.[C:37]([OH:41])([CH3:40])([CH3:39])[CH3:38], predict the reaction product. The product is: [C:37]([O:41][C:18](=[O:27])[NH:15][CH:5]1[CH2:4][CH:3]2[CH2:9][CH2:8][CH:6]1[CH2:7][C:2]2=[O:1])([CH3:40])([CH3:39])[CH3:38]. (4) Given the reactants [Cl:1][C:2]1[CH:10]=[CH:9][C:8]2[NH:7][C:6]3[CH2:11][CH2:12][N:13]([CH3:15])[CH2:14][C:5]=3[C:4]=2[C:3]=1[F:16].[F:17][C:18]([F:28])([F:27])[C:19]1[CH:24]=[CH:23][C:22]([CH:25]=[CH2:26])=[CH:21][N:20]=1.[OH-].[K+], predict the reaction product. The product is: [Cl:1][C:2]1[CH:10]=[CH:9][C:8]2[N:7]([CH2:26][CH2:25][C:22]3[CH:21]=[N:20][C:19]([C:18]([F:28])([F:17])[F:27])=[CH:24][CH:23]=3)[C:6]3[CH2:11][CH2:12][N:13]([CH3:15])[CH2:14][C:5]=3[C:4]=2[C:3]=1[F:16].